Dataset: Retrosynthesis with 50K atom-mapped reactions and 10 reaction types from USPTO. Task: Predict the reactants needed to synthesize the given product. (1) Given the product NC1CCN(S(=O)(=O)c2cccc3cnccc23)CC1, predict the reactants needed to synthesize it. The reactants are: O=C1CCN(S(=O)(=O)c2cccc3cnccc23)CC1.[BH3-]C#N. (2) Given the product COC(=O)c1cc(OCC2CC2)cc([N+](=O)[O-])c1, predict the reactants needed to synthesize it. The reactants are: BrCC1CC1.COC(=O)c1cc(O)cc([N+](=O)[O-])c1. (3) Given the product CCCN(c1cc(COCC(C)(N)Cc2ccccc2)cc(C(=O)O)c1)S(C)(=O)=O, predict the reactants needed to synthesize it. The reactants are: CCCN(c1cc(COCC(C)(Cc2ccccc2)NC(=O)OC(C)(C)C)cc(C(=O)O)c1)S(C)(=O)=O. (4) The reactants are: C#CCBr.O=C(O)c1ccc(O)cc1. Given the product C#CCOc1ccc(C(=O)O)cc1, predict the reactants needed to synthesize it. (5) Given the product O=C(O)C(F)(F)F, predict the reactants needed to synthesize it. The reactants are: CC(C)(C)OC(=O)N[C@H]1CCN(C(=O)c2ccc(CN3CCN(C4CCN(c5ncc(C(F)(F)F)cc5F)CC4)C3=O)cc2)C1. (6) Given the product CCCCC(CCOc1ccc(OCC(=O)O)c(CC)c1)c1sc2cc(C(F)(F)F)ccc2c1C, predict the reactants needed to synthesize it. The reactants are: CCCCC(CCOc1ccc(OCC(=O)OCC)c(CC)c1)c1sc2cc(C(F)(F)F)ccc2c1C.